The task is: Predict the reaction yield, written as a fraction of the theoretical maximum amount of product (1.0 means a 100% yield; for example, 0.34 means a 34% yield).. This data is from Reaction yield outcomes from USPTO patents with 853,638 reactions. (1) The reactants are [C:1]([NH:4][C:5]1[CH:13]=[CH:12][CH:11]=[C:10]2[C:6]=1[C:7](=[O:38])[N:8]([C:15]1([CH2:23][CH2:24][CH2:25][CH2:26][NH:27]C(=O)OCC3C=CC=CC=3)[CH2:20][CH2:19][C:18](=[O:21])[NH:17][C:16]1=[O:22])[C:9]2=[O:14])(=[O:3])[CH3:2].[H][H].[ClH:41]. The catalyst is C(O)C.[Pd]. The product is [ClH:41].[NH2:27][CH2:26][CH2:25][CH2:24][CH2:23][C:15]1([N:8]2[C:7](=[O:38])[C:6]3[C:10](=[CH:11][CH:12]=[CH:13][C:5]=3[NH:4][C:1](=[O:3])[CH3:2])[C:9]2=[O:14])[CH2:20][CH2:19][C:18](=[O:21])[NH:17][C:16]1=[O:22]. The yield is 0.120. (2) The reactants are [NH2:1][CH2:2][CH2:3][OH:4].Br[CH2:6][C:7]1[CH:12]=[C:11]([Cl:13])[CH:10]=[CH:9][C:8]=1[O:14][CH2:15][C:16]1[CH:21]=[CH:20][C:19]([Cl:22])=[CH:18][C:17]=1[F:23]. The catalyst is C(#N)C. The product is [Cl:13][C:11]1[CH:10]=[CH:9][C:8]([O:14][CH2:15][C:16]2[CH:21]=[CH:20][C:19]([Cl:22])=[CH:18][C:17]=2[F:23])=[C:7]([CH:12]=1)[CH2:6][NH:1][CH2:2][CH2:3][OH:4]. The yield is 0.820. (3) The reactants are C[O:2][C:3]1[CH:12]=[C:11]2[C:6]([CH:7]=[CH:8][N:9]=[C:10]2[N:13]2[CH2:18][CH2:17][NH:16][CH2:15][CH2:14]2)=[CH:5][CH:4]=1.Br.[OH-].[Na+].[C:22]([O:26][C:27](O[C:27]([O:26][C:22]([CH3:25])([CH3:24])[CH3:23])=[O:28])=[O:28])([CH3:25])([CH3:24])[CH3:23]. The catalyst is O1CCOCC1. The product is [C:22]([O:26][C:27]([N:16]1[CH2:17][CH2:18][N:13]([C:10]2[C:11]3[C:6](=[CH:5][CH:4]=[C:3]([OH:2])[CH:12]=3)[CH:7]=[CH:8][N:9]=2)[CH2:14][CH2:15]1)=[O:28])([CH3:25])([CH3:24])[CH3:23]. The yield is 0.850. (4) The reactants are S1(CCCC1)(=O)=O.P(Cl)(Cl)(Cl)=O.O=[C:14]1[C:19]2[C:20]3[CH2:26][CH2:25][CH2:24][N:23]([C:27]([O:29][C:30]([CH3:33])([CH3:32])[CH3:31])=[O:28])[CH2:22][C:21]=3[S:34][C:18]=2[N:17]=[CH:16][NH:15]1.[Cl-:35].[Na+]. The catalyst is C1(C)C=CC=CC=1.C(N(CC)CC)C. The product is [Cl:35][C:14]1[C:19]2[C:20]3[CH2:26][CH2:25][CH2:24][N:23]([C:27]([O:29][C:30]([CH3:33])([CH3:32])[CH3:31])=[O:28])[CH2:22][C:21]=3[S:34][C:18]=2[N:17]=[CH:16][N:15]=1. The yield is 0.800. (5) The reactants are [C:1]12([CH:11]([OH:24])[CH2:12][NH:13][C:14]3[C:15]4[CH2:23][CH2:22][NH:21][CH2:20][C:16]=4[N:17]=[CH:18][N:19]=3)[CH2:10][CH:5]3[CH2:6][CH:7]([CH2:9][CH:3]([CH2:4]3)[CH2:2]1)[CH2:8]2.[C:25]([O:29][C:30]([NH:32][C@@H:33]([C:35](O)=[O:36])[CH3:34])=[O:31])([CH3:28])([CH3:27])[CH3:26].O.ON1C2C=CC=CC=2N=N1.Cl.CN(C)CCCN=C=NCC.C(N(CC)C(C)C)(C)C. The catalyst is C(Cl)Cl. The product is [C:25]([O:29][C:30](=[O:31])[NH:32][C@H:33]([CH3:34])[C:35]([N:21]1[CH2:22][CH2:23][C:15]2[C:14]([NH:13][CH2:12][CH:11]([C:1]34[CH2:2][CH:3]5[CH2:4][CH:5]([CH2:6][CH:7]([CH2:9]5)[CH2:8]3)[CH2:10]4)[OH:24])=[N:19][CH:18]=[N:17][C:16]=2[CH2:20]1)=[O:36])([CH3:28])([CH3:26])[CH3:27]. The yield is 0.800. (6) The reactants are [NH:1]1[CH:5]=[CH:4][C:3]([CH:6]=[O:7])=[CH:2]1.[H-].[Na+].Cl[C:11]1[CH:16]=[CH:15][C:14]([C:17]([F:20])([F:19])[F:18])=[CH:13][N:12]=1. The catalyst is C1COCC1. The product is [F:18][C:17]([F:20])([F:19])[C:14]1[CH:15]=[CH:16][C:11]([N:1]2[CH:5]=[CH:4][C:3]([CH:6]=[O:7])=[CH:2]2)=[N:12][CH:13]=1. The yield is 0.570. (7) The reactants are [NH2:1][C@@H:2]([C:24]1[CH:29]=[CH:28][C:27]([F:30])=[CH:26][CH:25]=1)[C:3]([NH:5][C@@H:6]1[C:12](=[O:13])[NH:11][C:10]2[CH:14]=[CH:15][CH:16]=[CH:17][C:9]=2[O:8][C@@H:7]1[C:18]1[CH:23]=[CH:22][CH:21]=[CH:20][CH:19]=1)=[O:4].[CH:31]1([CH2:37][C:38](O)=[O:39])[CH2:36][CH2:35][CH2:34][CH2:33][CH2:32]1.C1C=CC2N(O)N=NC=2C=1.CN1CCOCC1.CCN=C=NCCCN(C)C.Cl. The catalyst is ClCCl. The product is [CH:31]1([CH2:37][C:38]([NH:1][C@@H:2]([C:24]2[CH:25]=[CH:26][C:27]([F:30])=[CH:28][CH:29]=2)[C:3]([NH:5][C@@H:6]2[C:12](=[O:13])[NH:11][C:10]3[CH:14]=[CH:15][CH:16]=[CH:17][C:9]=3[O:8][C@@H:7]2[C:18]2[CH:23]=[CH:22][CH:21]=[CH:20][CH:19]=2)=[O:4])=[O:39])[CH2:36][CH2:35][CH2:34][CH2:33][CH2:32]1. The yield is 0.840. (8) The product is [Br:44][C:41]1[CH:42]=[CH:43][C:34]([NH:33][C:27](=[O:28])[C:26]2[CH:30]=[CH:31][C:23]([S:20]([N:19]([C:16]3[CH:15]=[CH:14][C:13]([Cl:12])=[CH:18][CH:17]=3)[CH3:32])(=[O:22])=[O:21])=[CH:24][CH:25]=2)=[C:35]([CH:40]=1)[C:36]([OH:38])=[O:37]. The reactants are CN(C)C=O.C(Cl)(=O)C(Cl)=O.[Cl:12][C:13]1[CH:18]=[CH:17][C:16]([N:19]([CH3:32])[S:20]([C:23]2[CH:31]=[CH:30][C:26]([C:27](O)=[O:28])=[CH:25][CH:24]=2)(=[O:22])=[O:21])=[CH:15][CH:14]=1.[NH2:33][C:34]1[CH:43]=[CH:42][C:41]([Br:44])=[CH:40][C:35]=1[C:36]([O:38]C)=[O:37]. The catalyst is C(Cl)Cl.N1C=CC=CC=1. The yield is 0.870.